This data is from NCI-60 drug combinations with 297,098 pairs across 59 cell lines. The task is: Regression. Given two drug SMILES strings and cell line genomic features, predict the synergy score measuring deviation from expected non-interaction effect. Drug 2: CN1C(=O)N2C=NC(=C2N=N1)C(=O)N. Synergy scores: CSS=31.4, Synergy_ZIP=4.41, Synergy_Bliss=4.73, Synergy_Loewe=-5.22, Synergy_HSA=3.76. Drug 1: C1=CC(=C2C(=C1NCCNCCO)C(=O)C3=C(C=CC(=C3C2=O)O)O)NCCNCCO. Cell line: OVCAR3.